Task: Predict the reaction yield, written as a fraction of the theoretical maximum amount of product (1.0 means a 100% yield; for example, 0.34 means a 34% yield).. Dataset: Reaction yield outcomes from USPTO patents with 853,638 reactions The reactants are C[O:2][C:3](=[O:25])[C@@H:4]([N:11]1[CH2:19][C:18]2[C:13](=[CH:14][CH:15]=[CH:16][C:17]=2[C:20]([F:23])([F:22])[F:21])[C:12]1=[O:24])[CH2:5][CH:6]1[CH2:10][CH2:9][CH2:8][CH2:7]1.O.[OH-].[Li+].Cl. The catalyst is O1CCCC1.O. The product is [CH:6]1([CH2:5][C@H:4]([N:11]2[CH2:19][C:18]3[C:13](=[CH:14][CH:15]=[CH:16][C:17]=3[C:20]([F:21])([F:22])[F:23])[C:12]2=[O:24])[C:3]([OH:25])=[O:2])[CH2:10][CH2:9][CH2:8][CH2:7]1. The yield is 0.880.